Predict the product of the given reaction. From a dataset of Forward reaction prediction with 1.9M reactions from USPTO patents (1976-2016). (1) The product is: [CH:1]1([C:4]2[N:5]=[C:6]([CH:10]=[O:11])[CH:7]=[CH:8][CH:9]=2)[CH2:3][CH2:2]1. Given the reactants [CH:1]1([C:4]2[CH:9]=[CH:8][CH:7]=[C:6]([CH:10]3OCC[O:11]3)[N:5]=2)[CH2:3][CH2:2]1.S(O)(C1C=CC(C)=CC=1)(=O)=O.O, predict the reaction product. (2) Given the reactants C1(P(C2C=CC=CC=2)C2C=CC=CC=2)C=CC=CC=1.[Cl:20][C:21]1[CH:22]=[C:23]([CH:43]=[CH:44][CH:45]=1)[C:24]([NH:26][C:27]1[C:28]([N:34]2[CH2:39][CH2:38][CH:37]([CH2:40][CH2:41]O)[CH2:36][CH2:35]2)=[N:29][CH:30]=[C:31]([Cl:33])[CH:32]=1)=[O:25].C(Cl)(Cl)(Cl)[Cl:47], predict the reaction product. The product is: [Cl:20][C:21]1[CH:22]=[C:23]([CH:43]=[CH:44][CH:45]=1)[C:24]([NH:26][C:27]1[C:28]([N:34]2[CH2:39][CH2:38][CH:37]([CH2:40][CH2:41][Cl:47])[CH2:36][CH2:35]2)=[N:29][CH:30]=[C:31]([Cl:33])[CH:32]=1)=[O:25]. (3) Given the reactants ClC1[N:10]=[C:9]2C(N=C[N:8]2[CH:11]2[CH2:16][CH2:15][CH2:14]CO2)=C(NC2CCC(CO)CC2)N=1.[NH:26]1[CH2:31][CH2:30][O:29][CH2:28][CH2:27]1, predict the reaction product. The product is: [O:29]1[CH2:30][CH2:31][N:26]([C:16]2[CH:15]=[CH:14][C:9]([NH2:10])=[N:8][CH:11]=2)[CH2:27][CH2:28]1. (4) Given the reactants [CH3:1][O:2][C:3]1[CH:4]=[C:5]([CH:9]=[CH:10][C:11]=1[N+:12]([O-])=O)[C:6](Cl)=[O:7].CCN(C(C)C)C(C)C.[NH2:24][CH:25]1[CH2:30][CH2:29][CH:28]([N:31]([CH3:33])[CH3:32])[CH2:27][CH2:26]1, predict the reaction product. The product is: [NH2:12][C:11]1[CH:10]=[CH:9][C:5]([C:6]([NH:24][CH:25]2[CH2:30][CH2:29][CH:28]([N:31]([CH3:33])[CH3:32])[CH2:27][CH2:26]2)=[O:7])=[CH:4][C:3]=1[O:2][CH3:1]. (5) Given the reactants [C:1]([O:5][C:6]([N:8]1[CH2:12][CH2:11][CH:10]([O:13][C:14]2[CH:19]=[CH:18][C:17]([O:20][CH2:21][C:22](=O)[NH:23][C:24]3[CH:29]=[C:28]([C:30]#[N:31])[CH:27]=[CH:26][C:25]=3[NH:32][CH2:33][CH2:34][OH:35])=[CH:16][CH:15]=2)[CH2:9]1)=[O:7])([CH3:4])([CH3:3])[CH3:2], predict the reaction product. The product is: [C:1]([O:5][C:6]([N:8]1[CH2:12][CH2:11][CH:10]([O:13][C:14]2[CH:15]=[CH:16][C:17]([O:20][CH2:21][C:22]3[N:32]([CH2:33][CH2:34][OH:35])[C:25]4[CH:26]=[CH:27][C:28]([C:30]#[N:31])=[CH:29][C:24]=4[N:23]=3)=[CH:18][CH:19]=2)[CH2:9]1)=[O:7])([CH3:4])([CH3:3])[CH3:2]. (6) Given the reactants [CH3:1][O:2][C:3]1[CH:4]=[C:5]([CH:14]=[CH:15][C:16]=1[N+:17]([O-])=O)[O:6][CH2:7][CH2:8][N:9]1[CH2:13][CH2:12][CH2:11][CH2:10]1.[H][H], predict the reaction product. The product is: [CH3:1][O:2][C:3]1[CH:4]=[C:5]([O:6][CH2:7][CH2:8][N:9]2[CH2:10][CH2:11][CH2:12][CH2:13]2)[CH:14]=[CH:15][C:16]=1[NH2:17].